From a dataset of Forward reaction prediction with 1.9M reactions from USPTO patents (1976-2016). Predict the product of the given reaction. (1) Given the reactants Cl[C:2]1[N:7]=[C:6]([C:8]([F:11])([F:10])[F:9])[CH:5]=[CH:4][N:3]=1.[Cl:12][C:13]1[CH:18]=[C:17]([NH2:19])[CH:16]=[C:15]([CH3:20])[N:14]=1.CC1(C)C2C(=C(P(C3C=CC=CC=3)C3C=CC=CC=3)C=CC=2)OC2C(P(C3C=CC=CC=3)C3C=CC=CC=3)=CC=CC1=2.C(=O)([O-])[O-].[Cs+].[Cs+], predict the reaction product. The product is: [Cl:12][C:13]1[CH:18]=[C:17]([NH:19][C:2]2[N:7]=[C:6]([C:8]([F:11])([F:10])[F:9])[CH:5]=[CH:4][N:3]=2)[CH:16]=[C:15]([CH3:20])[N:14]=1. (2) Given the reactants Cl[C:2]1[CH:7]=[C:6]([N:8]2[CH2:12][CH2:11][CH2:10][CH2:9]2)[N:5]=[C:4](/[CH:13]=[CH:14]/[C:15]2[N:24]=[C:23]([N:25]([CH3:27])[CH3:26])[C:22]3[C:17](=[CH:18][CH:19]=[CH:20][CH:21]=3)[N:16]=2)[N:3]=1.[NH:28]1[CH2:33][CH2:32][O:31][CH2:30][CH2:29]1, predict the reaction product. The product is: [CH3:27][N:25]([CH3:26])[C:23]1[C:22]2[C:17](=[CH:18][CH:19]=[CH:20][CH:21]=2)[N:16]=[C:15](/[CH:14]=[CH:13]/[C:4]2[N:3]=[C:2]([N:28]3[CH2:33][CH2:32][O:31][CH2:30][CH2:29]3)[CH:7]=[C:6]([N:8]3[CH2:12][CH2:11][CH2:10][CH2:9]3)[N:5]=2)[N:24]=1. (3) Given the reactants [C:1](OC(=O)C)(=[O:3])[CH3:2].[NH2:8][C:9]1[N:14]2[C:15]3[N:21]=[CH:20][CH:19]=[C:18]([O:22][CH3:23])[C:16]=3[CH:17]=[C:13]2[CH:12]=[CH:11][N:10]=1, predict the reaction product. The product is: [C:1]([NH:8][C:9]1[N:14]2[C:15]3[N:21]=[CH:20][CH:19]=[C:18]([O:22][CH3:23])[C:16]=3[CH:17]=[C:13]2[CH:12]=[CH:11][N:10]=1)(=[O:3])[CH3:2]. (4) The product is: [C:15]([C:4]1[C:3]([O:18][CH3:19])=[C:2]([NH:1][C:29](=[O:30])[C:28]([F:39])([F:38])[F:27])[C:7]([F:8])=[C:6]([C:9]2[CH:14]=[CH:13][CH:12]=[CH:11][CH:10]=2)[CH:5]=1)#[N:17]. Given the reactants [NH2:1][C:2]1[C:3]([O:18][CH3:19])=[C:4]([C:15]([NH2:17])=O)[CH:5]=[C:6]([C:9]2[CH:14]=[CH:13][CH:12]=[CH:11][CH:10]=2)[C:7]=1[F:8].C(N(CC)CC)C.[F:27][C:28]([F:39])([F:38])[C:29](O[C:29](=[O:30])[C:28]([F:39])([F:38])[F:27])=[O:30].O, predict the reaction product.